Dataset: Reaction yield outcomes from USPTO patents with 853,638 reactions. Task: Predict the reaction yield, written as a fraction of the theoretical maximum amount of product (1.0 means a 100% yield; for example, 0.34 means a 34% yield). (1) The reactants are Br[C:2]1[CH:7]=[CH:6][C:5]([C:8]2[O:12][CH:11]=[N:10][CH:9]=2)=[CH:4][CH:3]=1.C(OC([N:20]1[CH2:24][CH2:23][CH2:22][C@H:21]1[CH2:25][O:26][C:27]1[CH:32]=[CH:31][C:30]([OH:33])=[CH:29][CH:28]=1)=O)(C)(C)C.C(=O)([O-])[O-].[Cs+].[Cs+]. The catalyst is O1CCOCC1.CCOC(C)=O.O.Cl.CN(C)CC(O)=O. The product is [NH:20]1[CH2:24][CH2:23][CH2:22][C@H:21]1[CH2:25][O:26][C:27]1[CH:32]=[CH:31][C:30]([O:33][C:2]2[CH:7]=[CH:6][C:5]([C:8]3[O:12][CH:11]=[N:10][CH:9]=3)=[CH:4][CH:3]=2)=[CH:29][CH:28]=1. The yield is 0.900. (2) The reactants are [C:1]([C:5]1[CH:11]=[CH:10][C:8]([NH2:9])=[C:7]([N+:12]([O-:14])=[O:13])[CH:6]=1)([CH3:4])([CH3:3])[CH3:2].[BrH:15].[NH+]1C=CC=CC=1.O.S([O-])([O-])=O.[Na+].[Na+]. The catalyst is C(O)(=O)C. The product is [Br:15][C:10]1[CH:11]=[C:5]([C:1]([CH3:4])([CH3:2])[CH3:3])[CH:6]=[C:7]([N+:12]([O-:14])=[O:13])[C:8]=1[NH2:9]. The yield is 0.940. (3) The reactants are [Cl:1][C:2]1[CH:16]=[CH:15][C:5]([CH2:6][N:7]2[CH:12]=[C:11](Br)[CH:10]=[CH:9][C:8]2=[O:14])=[CH:4][CH:3]=1.[CH3:17][O:18][C:19]1[CH:24]=[CH:23][C:22](B(O)O)=[CH:21][C:20]=1[NH:28][S:29]([CH3:32])(=[O:31])=[O:30]. No catalyst specified. The product is [Cl:1][C:2]1[CH:16]=[CH:15][C:5]([CH2:6][N:7]2[C:8](=[O:14])[CH:9]=[CH:10][C:11]([C:22]3[CH:23]=[CH:24][C:19]([O:18][CH3:17])=[C:20]([NH:28][S:29]([CH3:32])(=[O:30])=[O:31])[CH:21]=3)=[CH:12]2)=[CH:4][CH:3]=1. The yield is 0.410. (4) The reactants are [CH3:1][O:2][C:3]1[CH:49]=[C:48]([O:50][CH3:51])[CH:47]=[CH:46][C:4]=1[CH2:5][NH:6][C:7]1[C:8]2[N:9]([C:13]([C@@H:36]3[CH2:44][CH2:43][C@@H:42]4[N:38]([C:39](=[O:45])[CH2:40][CH2:41]4)[CH2:37]3)=[N:14][C:15]=2[C:16]2[CH:34]=[CH:33][C:19]([C:20]([NH:22][C:23]3[CH:28]=[C:27]([C:29]([F:32])([F:31])[F:30])[CH:26]=[CH:25][N:24]=3)=[O:21])=[CH:18][C:17]=2[OH:35])[CH:10]=[CH:11][N:12]=1.C(=O)([O-])[O-].[Cs+].[Cs+].Br[CH2:59][CH2:60][O:61][CH3:62]. The catalyst is O1CCOCC1. The product is [CH3:1][O:2][C:3]1[CH:49]=[C:48]([O:50][CH3:51])[CH:47]=[CH:46][C:4]=1[CH2:5][NH:6][C:7]1[C:8]2[N:9]([C:13]([C@@H:36]3[CH2:44][CH2:43][C@@H:42]4[N:38]([C:39](=[O:45])[CH2:40][CH2:41]4)[CH2:37]3)=[N:14][C:15]=2[C:16]2[CH:34]=[CH:33][C:19]([C:20]([NH:22][C:23]3[CH:28]=[C:27]([C:29]([F:30])([F:31])[F:32])[CH:26]=[CH:25][N:24]=3)=[O:21])=[CH:18][C:17]=2[O:35][CH2:59][CH2:60][O:61][CH3:62])[CH:10]=[CH:11][N:12]=1. The yield is 1.00. (5) The reactants are [Br:1][C:2]1[N:3]=[C:4]([N:21]2[CH2:26][CH2:25][CH2:24][CH:23]([C:27]([O:29][CH3:30])=[O:28])[CH2:22]2)[N:5]2[CH:10]=[CH:9][N:8]=[C:7]([NH:11]CC3C=CC(OC)=CC=3)[C:6]=12. The catalyst is C(O)(C(F)(F)F)=O. The product is [NH2:11][C:7]1[C:6]2[N:5]([C:4]([N:21]3[CH2:26][CH2:25][CH2:24][CH:23]([C:27]([O:29][CH3:30])=[O:28])[CH2:22]3)=[N:3][C:2]=2[Br:1])[CH:10]=[CH:9][N:8]=1. The yield is 1.00. (6) The reactants are Cl.[NH2:2][C:3]([CH3:9])([CH3:8])[C:4]([O:6][CH3:7])=[O:5].C(N(C(C)C)C(C)C)C.[C:19]([C:22]1[N:27]=[C:26]([C:28]2[CH:33]=[CH:32][C:31]([C:34]3[CH:39]=[CH:38][C:37]([CH2:40][C:41](O)=[O:42])=[CH:36][C:35]=3[Cl:44])=[CH:30][CH:29]=2)[C:25]([CH3:45])=[N:24][C:23]=1[CH3:46])(=[O:21])[NH2:20].Cl.CN(C)CCCN=C=NCC.N1(O)C2C=CC=CC=2N=N1. The catalyst is CN(C=O)C. The product is [C:19]([C:22]1[N:27]=[C:26]([C:28]2[CH:33]=[CH:32][C:31]([C:34]3[CH:39]=[CH:38][C:37]([CH2:40][C:41]([NH:2][C:3]([CH3:9])([CH3:8])[C:4]([O:6][CH3:7])=[O:5])=[O:42])=[CH:36][C:35]=3[Cl:44])=[CH:30][CH:29]=2)[C:25]([CH3:45])=[N:24][C:23]=1[CH3:46])(=[O:21])[NH2:20]. The yield is 1.25. (7) The reactants are [Cl:1][C:2]1[CH:3]=[C:4]([CH:24]=[CH:25][C:26]=1[S:27][C:28]1[NH:29][CH:30]=[CH:31][N:32]=1)[NH:5][C:6]1[C:15]2[C:10](=[CH:11][CH:12]=[CH:13][C:14]=2[O:16][CH:17]2[CH2:22][CH2:21][N:20]([CH3:23])[CH2:19][CH2:18]2)[N:9]=[CH:8][N:7]=1.[F:33][C:34]([F:41])(Br)C(OCC)=O. No catalyst specified. The product is [Cl:1][C:2]1[CH:3]=[C:4]([CH:24]=[CH:25][C:26]=1[S:27][C:28]1[N:32]([CH:34]([F:41])[F:33])[CH:31]=[CH:30][N:29]=1)[NH:5][C:6]1[C:15]2[C:10](=[CH:11][CH:12]=[CH:13][C:14]=2[O:16][CH:17]2[CH2:22][CH2:21][N:20]([CH3:23])[CH2:19][CH2:18]2)[N:9]=[CH:8][N:7]=1. The yield is 0.340. (8) The reactants are [NH2:1][C:2]1[CH:3]=[C:4]([CH:21]=[CH:22][CH:23]=1)[O:5][C:6]1[CH:7]=[CH:8][C:9]2[N:10]([CH:12]=[C:13]([NH:15][C:16]([CH:18]3[CH2:20][CH2:19]3)=[O:17])[N:14]=2)[N:11]=1.[F:24][C:25]1[CH:33]=[CH:32][C:31]([C:34]([F:37])([F:36])[F:35])=[CH:30][C:26]=1[C:27](O)=[O:28].ON1C2C=CC=CC=2N=N1.Cl.C(N=C=NCCCN(C)C)C. The catalyst is CN(C)C=O. The product is [CH:18]1([C:16]([NH:15][C:13]2[N:14]=[C:9]3[CH:8]=[CH:7][C:6]([O:5][C:4]4[CH:3]=[C:2]([NH:1][C:27](=[O:28])[C:26]5[CH:30]=[C:31]([C:34]([F:35])([F:36])[F:37])[CH:32]=[CH:33][C:25]=5[F:24])[CH:23]=[CH:22][CH:21]=4)=[N:11][N:10]3[CH:12]=2)=[O:17])[CH2:20][CH2:19]1. The yield is 0.400. (9) The reactants are [BH4-].[Na+].[OH-].[Na+].O.[CH3:6][CH2:7][C:8](=[O:14])[CH2:9][C:10](=[O:13])[CH2:11][CH3:12]. The catalyst is CO. The product is [CH3:6][CH2:7][CH:8]([OH:14])[CH2:9][CH:10]([OH:13])[CH2:11][CH3:12]. The yield is 0.900. (10) The reactants are [Cl:1][C:2]1[CH:13]=[C:12]([C:14]([F:17])([F:16])[F:15])[CH:11]=[C:10]([Cl:18])[C:3]=1[CH:4]=[C:5]([C:8]#[N:9])[C:6]#[N:7].[BH4-].[Na+]. The catalyst is C(O)C. The product is [Cl:1][C:2]1[CH:13]=[C:12]([C:14]([F:15])([F:16])[F:17])[CH:11]=[C:10]([Cl:18])[C:3]=1[CH2:4][CH:5]([C:6]#[N:7])[C:8]#[N:9]. The yield is 0.900.